From a dataset of Full USPTO retrosynthesis dataset with 1.9M reactions from patents (1976-2016). Predict the reactants needed to synthesize the given product. (1) Given the product [CH2:15]([O:14][C:12](=[O:13])/[CH:11]=[C:28](/[C:20]1[CH:21]=[C:22]([C:24]([F:27])([F:26])[F:25])[CH:23]=[C:18]([Br:17])[CH:19]=1)\[C:30]1[O:31][C:32]([CH3:35])=[N:33][N:34]=1)[CH3:16], predict the reactants needed to synthesize it. The reactants are: [H-].[Na+].C(OP([CH2:11][C:12]([O:14][CH2:15][CH3:16])=[O:13])(OCC)=O)C.[Br:17][C:18]1[CH:19]=[C:20]([C:28]([C:30]2[O:31][C:32]([CH3:35])=[N:33][N:34]=2)=O)[CH:21]=[C:22]([C:24]([F:27])([F:26])[F:25])[CH:23]=1.Cl. (2) The reactants are: [CH2:1]([C:3]([C:21]1[S:25][C:24]([C:26](O)=[O:27])=[C:23]([CH3:29])[CH:22]=1)([C:6]1[CH:11]=[CH:10][C:9]([O:12][CH2:13][CH:14]([OH:19])[C:15]([CH3:18])([CH3:17])[CH3:16])=[C:8]([CH3:20])[CH:7]=1)[CH2:4][CH3:5])[CH3:2].Cl.[CH3:31][O:32][C:33](=[O:38])[C:34]([NH2:37])([CH3:36])[CH3:35]. Given the product [CH3:31][O:32][C:33](=[O:38])[C:34]([NH:37][C:26]([C:24]1[S:25][C:21]([C:3]([CH2:4][CH3:5])([C:6]2[CH:11]=[CH:10][C:9]([O:12][CH2:13][CH:14]([OH:19])[C:15]([CH3:18])([CH3:17])[CH3:16])=[C:8]([CH3:20])[CH:7]=2)[CH2:1][CH3:2])=[CH:22][C:23]=1[CH3:29])=[O:27])([CH3:36])[CH3:35], predict the reactants needed to synthesize it.